Dataset: Catalyst prediction with 721,799 reactions and 888 catalyst types from USPTO. Task: Predict which catalyst facilitates the given reaction. (1) Reactant: [Cl:1][C:2]1[S:3][C:4]([C:22]([N:24]([C:28]2[CH:33]=[CH:32][CH:31]=[C:30]([C:34]#[N:35])[C:29]=2[Cl:36])[CH:25]2[CH2:27][CH2:26]2)=[O:23])=[CH:5][C:6]=1[N:7]1[C:12](=[O:13])[C:11]2=[C:14]([C:17]([O:19]C)=[O:18])[S:15][CH:16]=[C:10]2[NH:9][C:8]1=[O:21].C1COCC1.[OH-].[Na+].O. Product: [Cl:1][C:2]1[S:3][C:4]([C:22]([N:24]([C:28]2[CH:33]=[CH:32][CH:31]=[C:30]([C:34]#[N:35])[C:29]=2[Cl:36])[CH:25]2[CH2:26][CH2:27]2)=[O:23])=[CH:5][C:6]=1[N:7]1[C:12](=[O:13])[C:11]2=[C:14]([C:17]([OH:19])=[O:18])[S:15][CH:16]=[C:10]2[NH:9][C:8]1=[O:21]. The catalyst class is: 5. (2) Reactant: [CH:1]1[CH:2]=[C:3]([CH2:6][NH:7][C:8]2[C:13]([C:14]3[N:18]=[N:17][NH:16][N:15]=3)=[CH:12][C:11]([S:19]([NH2:22])(=[O:21])=[O:20])=[C:10]([Cl:23])[CH:9]=2)[S:4][CH:5]=1.[C:24]([O:28][CH2:29]Cl)(=[O:27])[CH2:25][CH3:26].C(N(CC)CC)C.[I-].[Na+]. Product: [Cl:23][C:10]1[CH:9]=[C:8]([NH:7][CH2:6][C:3]2[S:4][CH:5]=[CH:1][CH:2]=2)[C:13]([C:14]2[N:15]([CH2:29][O:28][C:24]([CH2:25][CH3:26])=[O:27])[N:16]=[N:17][N:18]=2)=[CH:12][C:11]=1[S:19]([NH2:22])(=[O:21])=[O:20]. The catalyst class is: 3. (3) Reactant: Br[CH2:2][C:3](C1C=CC=CC=1)=[O:4].C1(O)C=CC=CC=1.C([O-])([O-])=O.[K+].[K+].[O:24]([CH2:31][C:32]([C:34]1[CH:39]=[CH:38][CH:37]=[CH:36][CH:35]=1)=[O:33])[C:25]1[CH:30]=[CH:29][CH:28]=[CH:27][CH:26]=1. Product: [O:24]([CH2:31][C:32]([C:34]1[CH:35]=[CH:36][CH:37]=[CH:38][CH:39]=1)=[O:33])[C:25]1[CH:26]=[CH:27][CH:28]=[CH:29][CH:30]=1.[CH2:3]([OH:4])[CH3:2]. The catalyst class is: 21. (4) Reactant: Cl[C:2]1[C:7]([N+:8]([O-:10])=[O:9])=[CH:6][CH:5]=[C:4]([Cl:11])[N:3]=1.[NH2:12][C:13]1[CH:18]=[CH:17][CH:16]=[CH:15][CH:14]=1.CCN(C(C)C)C(C)C. Product: [Cl:11][C:4]1[N:3]=[C:2]([NH:12][C:13]2[CH:18]=[CH:17][CH:16]=[CH:15][CH:14]=2)[C:7]([N+:8]([O-:10])=[O:9])=[CH:6][CH:5]=1. The catalyst class is: 12.